Dataset: Reaction yield outcomes from USPTO patents with 853,638 reactions. Task: Predict the reaction yield, written as a fraction of the theoretical maximum amount of product (1.0 means a 100% yield; for example, 0.34 means a 34% yield). (1) The reactants are [CH2:1]([O:8][C@H:9]1[C@H:14]([O:15][CH2:16][C:17]2[CH:22]=[CH:21][CH:20]=[CH:19][CH:18]=2)[C@@H:13]([O:23][CH2:24][C:25]2[CH:30]=[CH:29][CH:28]=[CH:27][CH:26]=2)[C@@:12]([C:33]2[CH:38]=[CH:37][C:36]([Cl:39])=[C:35]([CH2:40][C:41]3[CH:46]=[CH:45][C:44]([O:47][CH2:48][C:49]4[CH:54]=[CH:53][CH:52]=[CH:51][CH:50]=4)=[CH:43][CH:42]=3)[CH:34]=2)([O:31][CH3:32])[O:11][C@@:10]1([CH2:57][OH:58])[CH:55]=[O:56])[C:2]1[CH:7]=[CH:6][CH:5]=[CH:4][CH:3]=1.[BH4-].[Na+]. The catalyst is CO. The product is [CH2:1]([O:8][C@H:9]1[C@H:14]([O:15][CH2:16][C:17]2[CH:18]=[CH:19][CH:20]=[CH:21][CH:22]=2)[C@@H:13]([O:23][CH2:24][C:25]2[CH:30]=[CH:29][CH:28]=[CH:27][CH:26]=2)[C@@:12]([C:33]2[CH:38]=[CH:37][C:36]([Cl:39])=[C:35]([CH2:40][C:41]3[CH:42]=[CH:43][C:44]([O:47][CH2:48][C:49]4[CH:50]=[CH:51][CH:52]=[CH:53][CH:54]=4)=[CH:45][CH:46]=3)[CH:34]=2)([O:31][CH3:32])[O:11][C:10]1([CH2:57][OH:58])[CH2:55][OH:56])[C:2]1[CH:3]=[CH:4][CH:5]=[CH:6][CH:7]=1. The yield is 1.00. (2) The reactants are [CH:1]1[C:11]2[CH2:10][CH2:9][C:8]3[CH:12]=[CH:13][CH:14]=[CH:15][C:7]=3[NH:6][C:5]=2[CH:4]=[CH:3][CH:2]=1.[NH2-].[Na+].[CH2:18]([C@@H:20]1[O:22][CH2:21]1)Cl.Cl. The catalyst is C1(C)C=CC=CC=1. The product is [O:22]1[CH2:21][C@@H:20]1[CH2:18][N:6]1[C:7]2[CH:15]=[CH:14][CH:13]=[CH:12][C:8]=2[CH2:9][CH2:10][C:11]2[CH:1]=[CH:2][CH:3]=[CH:4][C:5]1=2. The yield is 0.140. (3) The reactants are Cl[C:2]1[C:7]([N+:8]([O-:10])=[O:9])=[CH:6][CH:5]=[C:4](Cl)[N:3]=1.[CH3:12][C:13]1[CH:14]=[CH:15][C:16]([NH2:19])=[CH:17][CH:18]=1.CC[N:22]([CH:26]([CH3:28])[CH3:27])C(C)C. The catalyst is O1CCOCC1. The product is [C:13]1([CH3:12])[CH:18]=[CH:17][C:16]([NH:19][C:2]2[C:7]([N+:8]([O-:10])=[O:9])=[CH:6][CH:5]=[C:4]([NH:22][C:26]3[CH:27]=[CH:18][C:13]([CH3:14])=[CH:12][CH:28]=3)[N:3]=2)=[CH:15][CH:14]=1. The yield is 0.870. (4) The reactants are [CH2:1]([O:3][C:4]([C:6]1[O:14][C:13]2[C:12]([CH3:15])=[CH:11][N:10]=[CH:9][C:8]=2[C:7]=1[NH:16][C:17]1[CH:22]=[CH:21][C:20]([Si](C)(C)C)=[CH:19][C:18]=1[F:27])=[O:5])[CH3:2].[I:28]Cl.[O-]S([O-])(=S)=O.[Na+].[Na+]. The catalyst is C(Cl)Cl. The product is [CH2:1]([O:3][C:4]([C:6]1[O:14][C:13]2[C:12]([CH3:15])=[CH:11][N:10]=[CH:9][C:8]=2[C:7]=1[NH:16][C:17]1[CH:22]=[CH:21][C:20]([I:28])=[CH:19][C:18]=1[F:27])=[O:5])[CH3:2]. The yield is 0.550. (5) The reactants are [C:1]([C:5]1[CH:9]=[C:8]([O:10]CC2C=CC(C(OC)=O)=CC=2)[N:7]([CH2:22][C:23]2[CH:32]=[CH:31][C:26]([C:27]([O:29][CH3:30])=[O:28])=[CH:25][CH:24]=2)[N:6]=1)([CH3:4])([CH3:3])[CH3:2]. The yield is 0.810. The catalyst is [C].[Pd].O1CCCC1. The product is [C:1]([C:5]1[CH2:9][C:8](=[O:10])[N:7]([CH2:22][C:23]2[CH:24]=[CH:25][C:26]([C:27]([O:29][CH3:30])=[O:28])=[CH:31][CH:32]=2)[N:6]=1)([CH3:4])([CH3:2])[CH3:3]. (6) The reactants are [Al+3].[Cl-].[Cl-].[Cl-].[C:5]1([CH:11]2[CH2:16][CH2:15][C:14](=[O:17])[CH2:13][CH2:12]2)[CH:10]=[CH:9][CH:8]=[CH:7][CH:6]=1.[C:18](Cl)(=[O:22])C(Cl)=O.[NH3:24]. The catalyst is C(Cl)Cl.O. The product is [O:17]=[C:14]1[CH2:15][CH2:16][CH:11]([C:5]2[CH:10]=[CH:9][C:8]([C:18]([NH2:24])=[O:22])=[CH:7][CH:6]=2)[CH2:12][CH2:13]1. The yield is 0.550. (7) The reactants are [C:1]([NH:4][C:5]1[C:13]([N+:14]([O-:16])=[O:15])=[CH:12][CH:11]=[C:7]([C:8]([OH:10])=O)[C:6]=1[C:17]([OH:19])=[O:18])(=[O:3])[CH3:2].C(Cl)(=O)C. The catalyst is C(OC(=O)C)(=O)C. The product is [C:1]([NH:4][C:5]1[C:13]([N+:14]([O-:16])=[O:15])=[CH:12][CH:11]=[C:7]2[C:8]([O:19][C:17](=[O:18])[C:6]=12)=[O:10])(=[O:3])[CH3:2]. The yield is 0.580.